Dataset: Peptide-MHC class I binding affinity with 185,985 pairs from IEDB/IMGT. Task: Regression. Given a peptide amino acid sequence and an MHC pseudo amino acid sequence, predict their binding affinity value. This is MHC class I binding data. (1) The peptide sequence is DIAEHGAYY. The MHC is HLA-A26:02 with pseudo-sequence HLA-A26:02. The binding affinity (normalized) is 1.00. (2) The peptide sequence is IVDTVSALVY. The MHC is HLA-A01:01 with pseudo-sequence HLA-A01:01. The binding affinity (normalized) is 0.617. (3) The MHC is HLA-A02:02 with pseudo-sequence HLA-A02:02. The binding affinity (normalized) is 0. The peptide sequence is YCLERWMLV. (4) The MHC is HLA-A30:01 with pseudo-sequence HLA-A30:01. The binding affinity (normalized) is 0.567. The peptide sequence is LLKDRNELF. (5) The peptide sequence is QLDQRRALL. The MHC is HLA-B08:01 with pseudo-sequence HLA-B08:01. The binding affinity (normalized) is 0.385.